Dataset: Full USPTO retrosynthesis dataset with 1.9M reactions from patents (1976-2016). Task: Predict the reactants needed to synthesize the given product. Given the product [CH3:1][O:2][CH2:3][CH2:4][O:5][C:6]1[CH:7]=[C:8]([C:19]([OH:21])=[O:20])[CH:9]=[C:10]([C:12]2[CH:17]=[CH:16][C:15]([CH3:18])=[CH:14][CH:13]=2)[CH:11]=1, predict the reactants needed to synthesize it. The reactants are: [CH3:1][O:2][CH2:3][CH2:4][O:5][C:6]1[CH:7]=[C:8]([C:19]([O:21]C)=[O:20])[CH:9]=[C:10]([C:12]2[CH:17]=[CH:16][C:15]([CH3:18])=[CH:14][CH:13]=2)[CH:11]=1.[OH-].[Li+].Cl.